From a dataset of Catalyst prediction with 721,799 reactions and 888 catalyst types from USPTO. Predict which catalyst facilitates the given reaction. (1) Product: [CH3:1][S:2][C:3]1[CH:11]=[C:10]([N+:12]([O-:14])=[O:13])[CH:9]=[CH:8][C:4]=1[C:5]([O:7][C:15]([CH3:18])([CH3:17])[CH3:16])=[O:6]. The catalyst class is: 11. Reactant: [CH3:1][S:2][C:3]1[CH:11]=[C:10]([N+:12]([O-:14])=[O:13])[CH:9]=[CH:8][C:4]=1[C:5]([OH:7])=[O:6].[C:15](OC(O[C:15]([CH3:18])([CH3:17])[CH3:16])N(C)C)([CH3:18])([CH3:17])[CH3:16]. (2) Reactant: [CH3:1][N:2]([CH:4]([CH:7]1[CH2:16][CH2:15][C:10]2([O:14][CH2:13][CH2:12][O:11]2)[CH2:9][CH2:8]1)[C:5]#N)[CH3:3].C1COCC1.[S:22]1C=[CH:25][CH:24]=[C:23]1[Mg]Br.[Cl-].[NH4+]. Product: [O:14]1[C:10]2([CH2:15][CH2:16][CH:7]([CH:4]([N:2]([CH3:3])[CH3:1])[C:5]3[S:22][CH:23]=[CH:24][CH:25]=3)[CH2:8][CH2:9]2)[O:11][CH2:12][CH2:13]1. The catalyst class is: 280. (3) Reactant: [Br:1]Br.[CH3:3][N:4]1[C:8]([C:9]2[CH:14]=[CH:13][C:12]([CH3:15])=[CH:11][CH:10]=2)=[C:7]([C:16](=[O:18])[CH3:17])[CH:6]=[N:5]1. Product: [Br:1][CH2:17][C:16]([C:7]1[CH:6]=[N:5][N:4]([CH3:3])[C:8]=1[C:9]1[CH:14]=[CH:13][C:12]([CH3:15])=[CH:11][CH:10]=1)=[O:18]. The catalyst class is: 15.